This data is from Forward reaction prediction with 1.9M reactions from USPTO patents (1976-2016). The task is: Predict the product of the given reaction. Given the reactants [CH2:1]([NH:4][C:5](=[O:13])[C:6]1[CH:11]=[CH:10][CH:9]=[C:8](I)[CH:7]=1)[CH2:2][CH3:3].[C:14]1([C:20]#[CH:21])[CH:19]=[CH:18][CH:17]=[CH:16][CH:15]=1.N1CCCCC1.C(Cl)Cl, predict the reaction product. The product is: [CH2:1]([NH:4][C:5](=[O:13])[C:6]1[CH:11]=[CH:10][CH:9]=[C:8]([C:21]#[C:20][C:14]2[CH:19]=[CH:18][CH:17]=[CH:16][CH:15]=2)[CH:7]=1)[CH2:2][CH3:3].